This data is from Catalyst prediction with 721,799 reactions and 888 catalyst types from USPTO. The task is: Predict which catalyst facilitates the given reaction. (1) Reactant: [CH3:1]C([O-])(C)C.[K+].[I-].C[P+](C1C=CC=CC=1)(C1C=CC=CC=1)C1C=CC=CC=1.[CH:28]1[C:33]([CH:34]=O)=[CH:32][C:31]2[O:36][CH2:37][O:38][C:30]=2[CH:29]=1. Product: [CH:34]([C:33]1[CH:28]=[CH:29][C:30]2[O:38][CH2:37][O:36][C:31]=2[CH:32]=1)=[CH2:1]. The catalyst class is: 1. (2) Reactant: Br[C:2]1[CH:11]=[C:10]2[C:5]([N:6]=[CH:7][C:8]([N:12]3[CH2:17][CH2:16][O:15][CH2:14][CH2:13]3)=[N:9]2)=[CH:4][CH:3]=1.[OH:18][C:19]1[CH:24]=[CH:23][C:22]([NH:25][C:26](=[O:31])[C:27]([CH3:30])([CH3:29])[CH3:28])=[CH:21][CH:20]=1.C([O-])([O-])=O.[Cs+].[Cs+]. Product: [O:15]1[CH2:16][CH2:17][N:12]([C:8]2[CH:7]=[N:6][C:5]3[C:10]([N:9]=2)=[CH:11][C:2]([O:18][C:19]2[CH:20]=[CH:21][C:22]([NH:25][C:26](=[O:31])[C:27]([CH3:29])([CH3:28])[CH3:30])=[CH:23][CH:24]=2)=[CH:3][CH:4]=3)[CH2:13][CH2:14]1. The catalyst class is: 122. (3) Reactant: C([O:3][C:4](=[O:23])/[CH:5]=[CH:6]/[C:7]([N:9]1[C:14]2[CH:15]=[C:16]([Cl:19])[CH:17]=[CH:18][C:13]=2[O:12][CH:11]([CH:20]([CH3:22])[CH3:21])[CH2:10]1)=[O:8])C.[OH-].[Na+].Cl. Product: [Cl:19][C:16]1[CH:17]=[CH:18][C:13]2[O:12][CH:11]([CH:20]([CH3:22])[CH3:21])[CH2:10][N:9]([C:7](=[O:8])/[CH:6]=[CH:5]/[C:4]([OH:23])=[O:3])[C:14]=2[CH:15]=1. The catalyst class is: 107. (4) The catalyst class is: 2. Reactant: [CH:1]1([N:6]2[C:10]3=[N:11][CH:12]=[N:13][C:14]([NH2:15])=[C:9]3[C:8]([C:16]3[CH:21]=[CH:20][C:19]([O:22][CH2:23][CH3:24])=[C:18]([O:25]C)[CH:17]=3)=[N:7]2)[CH2:5][CH2:4][CH2:3][CH2:2]1. Product: [NH2:15][C:14]1[N:13]=[CH:12][N:11]=[C:10]2[N:6]([CH:1]3[CH2:5][CH2:4][CH2:3][CH2:2]3)[N:7]=[C:8]([C:16]3[CH:21]=[CH:20][C:19]([O:22][CH2:23][CH3:24])=[C:18]([OH:25])[CH:17]=3)[C:9]=12. (5) Reactant: C([C@@H]1C[C@H](O)C[C@@H]1C([N:11]([C:13]1[N:14]=[C:15]2[CH:21]=[CH:20][N:19]([S:22]([C:25]3[CH:31]=[CH:30][C:28]([CH3:29])=[CH:27][CH:26]=3)(=[O:24])=[O:23])[C:16]2=[N:17][CH:18]=1)[NH2:12])=O)C.[OH:32][C:33]1[CH:40]=[CH:39][C:36]([C:37]#[N:38])=[CH:35][CH:34]=1.[C:41]1(P([C:41]2[CH:46]=[CH:45][CH:44]=[CH:43][CH:42]=2)[C:41]2[CH:46]=[CH:45][CH:44]=[CH:43][CH:42]=2)[CH:46]=[CH:45][CH:44]=[CH:43][CH:42]=1.CCOC(/N=N/C([O:69][CH2:70][CH3:71])=O)=O. Product: [C:37]([C:36]1[CH:39]=[CH:40][C:33]([O:32][C@H:46]2[CH2:45][C@H:71]([C:70]([NH:12][NH:11][C:13]3[N:14]=[C:15]4[CH:21]=[CH:20][N:19]([S:22]([C:25]5[CH:31]=[CH:30][C:28]([CH3:29])=[CH:27][CH:26]=5)(=[O:24])=[O:23])[C:16]4=[N:17][CH:18]=3)=[O:69])[C@H:42]([CH2:43][CH3:44])[CH2:41]2)=[CH:34][CH:35]=1)#[N:38]. The catalyst class is: 1. (6) Reactant: [CH2:1]([OH:4])[CH2:2][OH:3].S(=O)(=O)(O)O.[CH3:10][C:11]([C:13]1(C=O)[CH2:15][CH2:14]1)=[O:12].[Na].[C:19](=O)([O-])O.[Na+]. Product: [CH:13]1([C:11](=[O:12])[CH2:10][CH:19]2[O:4][CH2:1][CH2:2][O:3]2)[CH2:14][CH2:15]1. The catalyst class is: 5.